This data is from Reaction yield outcomes from USPTO patents with 853,638 reactions. The task is: Predict the reaction yield, written as a fraction of the theoretical maximum amount of product (1.0 means a 100% yield; for example, 0.34 means a 34% yield). (1) The yield is 0.220. The reactants are Cl[C:2]1[N:7]=[C:6]([C:8]([OH:10])=[O:9])[CH:5]=[CH:4][C:3]=1[C:11]1([F:15])[CH2:14][O:13][CH2:12]1.[CH:16]1([CH2:19][OH:20])[CH2:18][CH2:17]1.CC([O-])(C)C.[Na+]. The catalyst is CN(C=O)C.C1COCC1. The product is [CH:16]1([CH2:19][O:20][C:2]2[N:7]=[C:6]([C:8]([OH:10])=[O:9])[CH:5]=[CH:4][C:3]=2[C:11]2([F:15])[CH2:14][O:13][CH2:12]2)[CH2:18][CH2:17]1. (2) The reactants are [Br:1][C:2]1[CH:3]=[C:4]([C:8](O)([CH3:16])[CH2:9][C:10]2[CH:15]=[CH:14][CH:13]=[CH:12][CH:11]=2)[CH:5]=[CH:6][CH:7]=1.[ClH:18]. The catalyst is C(Cl)Cl. The product is [Br:1][C:2]1[CH:7]=[CH:6][CH:5]=[C:4]([C:8]([Cl:18])([CH3:16])[CH2:9][C:10]2[CH:15]=[CH:14][CH:13]=[CH:12][CH:11]=2)[CH:3]=1. The yield is 0.280. (3) The reactants are FC(F)(F)S(O[C:7]1[CH:8]=[CH:9][C:10]2[O:14][C:13]([C:15]3[CH:20]=[CH:19][C:18]([F:21])=[CH:17][CH:16]=3)=[C:12]([C:22](=[O:25])[NH:23][CH3:24])[C:11]=2[C:26]=1[F:27])(=O)=O.O1CCOCC1.B([C:39]1[CH:40]=[C:41]([CH:45]=[CH:46][C:47]=1[O:48][CH3:49])[C:42]([OH:44])=[O:43])(O)O.C(=O)([O-])[O-].[Cs+].[Cs+]. The catalyst is C1C=CC([P]([Pd]([P](C2C=CC=CC=2)(C2C=CC=CC=2)C2C=CC=CC=2)([P](C2C=CC=CC=2)(C2C=CC=CC=2)C2C=CC=CC=2)[P](C2C=CC=CC=2)(C2C=CC=CC=2)C2C=CC=CC=2)(C2C=CC=CC=2)C2C=CC=CC=2)=CC=1.O. The product is [F:27][C:26]1[C:11]2[C:12]([C:22](=[O:25])[NH:23][CH3:24])=[C:13]([C:15]3[CH:20]=[CH:19][C:18]([F:21])=[CH:17][CH:16]=3)[O:14][C:10]=2[CH:9]=[CH:8][C:7]=1[C:39]1[CH:40]=[C:41]([CH:45]=[CH:46][C:47]=1[O:48][CH3:49])[C:42]([OH:44])=[O:43]. The yield is 0.354. (4) The reactants are COC1C=CC(C[N:8](CC2C=CC(OC)=CC=2)[C:9]2[N:14]=[C:13]([CH3:15])[N:12]=[C:11]([C:16]3[CH:17]=[C:18]([C:32]([N:34]4[CH2:39][CH2:38][CH:37]([OH:40])[CH2:36][CH2:35]4)=[O:33])[CH:19]=[N:20][C:21]=3[NH:22][C:23]3[CH:24]=[N:25][C:26]([O:30][CH3:31])=[C:27]([F:29])[CH:28]=3)[N:10]=2)=CC=1. The catalyst is C(O)(C(F)(F)F)=O. The product is [NH2:8][C:9]1[N:14]=[C:13]([CH3:15])[N:12]=[C:11]([C:16]2[CH:17]=[C:18]([C:32]([N:34]3[CH2:35][CH2:36][CH:37]([OH:40])[CH2:38][CH2:39]3)=[O:33])[CH:19]=[N:20][C:21]=2[NH:22][C:23]2[CH:24]=[N:25][C:26]([O:30][CH3:31])=[C:27]([F:29])[CH:28]=2)[N:10]=1. The yield is 0.569.